From a dataset of Catalyst prediction with 721,799 reactions and 888 catalyst types from USPTO. Predict which catalyst facilitates the given reaction. (1) The catalyst class is: 4. Product: [Br:15][CH2:11][C:9]1[O:10][C:6]2[CH:5]=[CH:4][C:3]([O:2][CH3:1])=[CH:13][C:7]=2[CH:8]=1. Reactant: [CH3:1][O:2][C:3]1[CH:4]=[CH:5][C:6]2[O:10][C:9]([CH2:11]O)=[CH:8][C:7]=2[CH:13]=1.C(Br)(Br)(Br)[Br:15].C1C=CC(P(C2C=CC=CC=2)C2C=CC=CC=2)=CC=1. (2) Reactant: CN1CCOCC1.[Cl:8][C:9]1[CH:17]=[C:16]([Cl:18])[CH:15]=[CH:14][C:10]=1[C:11](Cl)=[O:12].[NH2:19][C:20]1[CH:21]=[C:22]2[C:27](=[CH:28][CH:29]=1)[C:26](=[O:30])[N:25]([CH2:31][C:32]1[CH:37]=[CH:36][CH:35]=[CH:34][CH:33]=1)[CH2:24][CH2:23]2. Product: [CH2:31]([N:25]1[CH2:24][CH2:23][C:22]2[C:27](=[CH:28][CH:29]=[C:20]([NH:19][C:11](=[O:12])[C:10]3[CH:14]=[CH:15][C:16]([Cl:18])=[CH:17][C:9]=3[Cl:8])[CH:21]=2)[C:26]1=[O:30])[C:32]1[CH:33]=[CH:34][CH:35]=[CH:36][CH:37]=1. The catalyst class is: 67.